Dataset: Reaction yield outcomes from USPTO patents with 853,638 reactions. Task: Predict the reaction yield, written as a fraction of the theoretical maximum amount of product (1.0 means a 100% yield; for example, 0.34 means a 34% yield). (1) The reactants are [O:1]=[C:2]1[N:8]([O:9][CH2:10][CH:11]=[CH2:12])[CH:7]2[CH2:13][N:3]1[N:4]([CH2:18][C:19]([O:21]C(C)(C)C)=[O:20])[C:5]1[CH:17]=[CH:16][CH:15]=[CH:14][C:6]=12. The catalyst is C(Cl)Cl.FC(F)(F)C(O)=O. The product is [O:1]=[C:2]1[N:8]([O:9][CH2:10][CH:11]=[CH2:12])[CH:7]2[CH2:13][N:3]1[N:4]([CH2:18][C:19]([OH:21])=[O:20])[C:5]1[CH:17]=[CH:16][CH:15]=[CH:14][C:6]=12. The yield is 0.410. (2) The reactants are [N:1]1[CH:6]=[CH:5][N:4]=[CH:3][C:2]=1[NH2:7].Br[CH2:9][CH:10](OCC)OCC.Br. The catalyst is C(O)C. The product is [N:7]1[CH:9]=[CH:10][N:1]2[CH:6]=[CH:5][N:4]=[CH:3][C:2]=12. The yield is 0.240. (3) The reactants are [Br:1][C:2]1[CH:7]=[CH:6][C:5]([C@H:8]2[N:11]([C:12]3[CH:17]=[CH:16][CH:15]=[CH:14][CH:13]=3)[C:10](=[O:18])[C@@H:9]2[CH2:19][CH2:20][C@H:21]([O:29][Si:30]([C:33]([CH3:36])([CH3:35])[CH3:34])([CH3:32])[CH3:31])[C:22]2[CH:27]=[CH:26][C:25]([F:28])=[CH:24][CH:23]=2)=[C:4]([OH:37])[CH:3]=1.CN(C)C=O.N1C(C)=CC=CC=1C.FC(F)(F)S(O[Si:57]([C:60]([CH3:63])([CH3:62])[CH3:61])([CH3:59])[CH3:58])(=O)=O. The catalyst is ClCCl.C(OCC)(=O)C.O. The product is [Br:1][C:2]1[CH:7]=[CH:6][C:5]([C@H:8]2[N:11]([C:12]3[CH:13]=[CH:14][CH:15]=[CH:16][CH:17]=3)[C:10](=[O:18])[C@@H:9]2[CH2:19][CH2:20][C@H:21]([O:29][Si:30]([C:33]([CH3:34])([CH3:36])[CH3:35])([CH3:32])[CH3:31])[C:22]2[CH:23]=[CH:24][C:25]([F:28])=[CH:26][CH:27]=2)=[C:4]([O:37][Si:57]([C:60]([CH3:63])([CH3:62])[CH3:61])([CH3:59])[CH3:58])[CH:3]=1. The yield is 0.990. (4) The reactants are [NH2:1][C:2]1[CH:3]=[C:4]([CH:10]([NH:16][C:17]2[CH:22]=[CH:21][C:20]([C:23]#[N:24])=[CH:19][CH:18]=2)[C:11]([O:13][CH2:14][CH3:15])=[O:12])[CH:5]=[C:6]([CH2:8][CH3:9])[CH:7]=1.Cl.Cl[CH2:27][CH2:28][NH2:29].Cl[CH2:31][CH2:32]N. The catalyst is ClC1C=CC=CC=1. The product is [C:23]([C:20]1[CH:21]=[CH:22][C:17]([NH:16][CH:10]([C:4]2[CH:3]=[C:2]([N:1]3[CH2:32][CH2:31][NH:29][CH2:28][CH2:27]3)[CH:7]=[C:6]([CH2:8][CH3:9])[CH:5]=2)[C:11]([O:13][CH2:14][CH3:15])=[O:12])=[CH:18][CH:19]=1)#[N:24]. The yield is 0.630. (5) The reactants are Cl[C:2]1[CH:7]=[CH:6][CH:5]=[CH:4][C:3]=1[C:8]([F:11])([F:10])[F:9].[NH:12]1[CH2:17][CH2:16][NH:15][CH2:14][CH2:13]1.CC(C)([O-])C.[Na+]. The catalyst is C1(C)C=CC=CC=1.O1CCCC1.C([O-])(=O)C.[Pd+2].C([O-])(=O)C.COC1C=CC=C(OC)C=1C1C=CC=CC=1P(C1CCCCC1)C1CCCCC1. The product is [F:9][C:8]([F:11])([F:10])[C:3]1[CH:4]=[CH:5][C:6]([N:12]2[CH2:17][CH2:16][NH:15][CH2:14][CH2:13]2)=[CH:7][CH:2]=1. The yield is 0.950. (6) The reactants are C([O:5][P:6]([CH:13]([OH:26])[C:14]1[CH:19]=[CH:18][C:17]([C:20]2[CH:25]=[CH:24][CH:23]=[CH:22][N:21]=2)=[CH:16][CH:15]=1)(=[O:12])[O:7]C(C)(C)C)(C)(C)C. The catalyst is C(O)(=O)C. The product is [OH:26][CH:13]([P:6](=[O:5])([OH:7])[OH:12])[C:14]1[CH:15]=[CH:16][C:17]([C:20]2[CH:25]=[CH:24][CH:23]=[CH:22][N:21]=2)=[CH:18][CH:19]=1. The yield is 0.920. (7) The reactants are [NH2:1][C:2]1[C:3]([Cl:8])=[N:4][CH:5]=[CH:6][CH:7]=1.C(N(CC)CC)C.[Cl-].ClC1N(C)CC[NH+]1C.[CH3:25][C:26]1[C:31](=[O:32])[C:30]([CH3:33])=[C:29]([CH3:34])[C:28](=[O:35])[C:27]=1[CH2:36][C:37]1[CH:38]=[CH:39][C:40]([O:46][C:47](=[O:49])[CH3:48])=[C:41]([CH:45]=1)[C:42](O)=[O:43]. The catalyst is C(Cl)Cl. The product is [Cl:8][C:3]1[C:2]([NH:1][C:42](=[O:43])[C:41]2[CH:45]=[C:37]([CH2:36][C:27]3[C:28](=[O:35])[C:29]([CH3:34])=[C:30]([CH3:33])[C:31](=[O:32])[C:26]=3[CH3:25])[CH:38]=[CH:39][C:40]=2[O:46][C:47](=[O:49])[CH3:48])=[CH:7][CH:6]=[CH:5][N:4]=1. The yield is 0.450. (8) The reactants are [Cl:1][C:2]1[CH:7]=[CH:6][CH:5]=[CH:4][C:3]=1[S:8]([C@H:11]1[CH2:15][N:14]([C:16]([C:18]2([N:21]3[CH2:26][CH2:25][NH:24][CH2:23][CH2:22]3)[CH2:20][CH2:19]2)=[O:17])[C@H:13]([C:27]([NH:29][C:30]2([C:33]#[N:34])[CH2:32][CH2:31]2)=[O:28])[CH2:12]1)(=[O:10])=[O:9].[F:35][C:36]([F:47])([F:46])[C:37](O[C:37](=[O:38])[C:36]([F:47])([F:46])[F:35])=[O:38]. No catalyst specified. The product is [Cl:1][C:2]1[CH:7]=[CH:6][CH:5]=[CH:4][C:3]=1[S:8]([C@H:11]1[CH2:15][N:14]([C:16]([C:18]2([N:21]3[CH2:22][CH2:23][N:24]([C:37](=[O:38])[C:36]([F:47])([F:46])[F:35])[CH2:25][CH2:26]3)[CH2:19][CH2:20]2)=[O:17])[C@H:13]([C:27]([NH:29][C:30]2([C:33]#[N:34])[CH2:31][CH2:32]2)=[O:28])[CH2:12]1)(=[O:10])=[O:9]. The yield is 0.670. (9) The reactants are [CH2:1]([N:5]1[C:10](=[O:11])[C:9]([CH2:12]OS(C)(=O)=O)=[CH:8][C:7]([C:18]2[CH:23]=[CH:22][C:21]([S:24]([CH3:27])(=[O:26])=[O:25])=[CH:20][CH:19]=2)=[N:6]1)[CH:2]([CH3:4])[CH3:3].[N:28]1([C:34]([O:36][C:37]([CH3:40])([CH3:39])[CH3:38])=[O:35])[CH2:33][CH2:32][NH:31][CH2:30][CH2:29]1. No catalyst specified. The product is [C:37]([O:36][C:34]([N:28]1[CH2:33][CH2:32][N:31]([CH2:12][C:9]2[C:10](=[O:11])[N:5]([CH2:1][CH:2]([CH3:3])[CH3:4])[N:6]=[C:7]([C:18]3[CH:19]=[CH:20][C:21]([S:24]([CH3:27])(=[O:26])=[O:25])=[CH:22][CH:23]=3)[CH:8]=2)[CH2:30][CH2:29]1)=[O:35])([CH3:40])([CH3:39])[CH3:38]. The yield is 0.759. (10) The reactants are [CH2:1]([NH:3][C:4]1[N:9]=[C:8]([O:10]C)[C:7]([C:12]2[CH:17]=[CH:16][C:15]([O:18][C:19]3[CH:24]=[CH:23][N:22]=[C:21]([C:25]4[CH:26]=[N:27][N:28]([CH3:30])[CH:29]=4)[CH:20]=3)=[C:14]([CH3:31])[N:13]=2)=[CH:6][N:5]=1)[CH3:2].Br.C([O-])(O)=O.[Na+]. The catalyst is C(O)(=O)C.O. The product is [CH2:1]([NH:3][C:4]1[NH:9][C:8](=[O:10])[C:7]([C:12]2[CH:17]=[CH:16][C:15]([O:18][C:19]3[CH:24]=[CH:23][N:22]=[C:21]([C:25]4[CH:26]=[N:27][N:28]([CH3:30])[CH:29]=4)[CH:20]=3)=[C:14]([CH3:31])[N:13]=2)=[CH:6][N:5]=1)[CH3:2]. The yield is 0.750.